This data is from Full USPTO retrosynthesis dataset with 1.9M reactions from patents (1976-2016). The task is: Predict the reactants needed to synthesize the given product. Given the product [SH:8][C:6]1[C:5]([CH3:11])=[CH:4][C:3]([OH:12])=[C:2]([CH3:1])[CH:7]=1, predict the reactants needed to synthesize it. The reactants are: [CH3:1][C:2]1[CH:7]=[C:6]([S:8]C#N)[C:5]([CH3:11])=[CH:4][C:3]=1[OH:12].P([O-])(O)(O)=O.[K+].O.SC[C@H]([C@@H](CS)O)O.